Dataset: Forward reaction prediction with 1.9M reactions from USPTO patents (1976-2016). Task: Predict the product of the given reaction. (1) Given the reactants [Br:1][C:2]1[CH:7]=[CH:6][N:5]=[CH:4][C:3]=1[NH2:8].[CH:9](OC)(OC)OC.[H-].[H-].[H-].[H-].[Li+].[Al+3], predict the reaction product. The product is: [Br:1][C:2]1[CH:7]=[CH:6][N:5]=[CH:4][C:3]=1[NH:8][CH3:9]. (2) Given the reactants [CH3:1][O:2][C:3]1[CH:4]=[C:5]2[C:10](=[CH:11][CH:12]=1)[CH:9]([CH2:13][C:14]1[CH:19]=[CH:18][C:17](O)=[CH:16][CH:15]=1)[N:8]([CH:21]([CH3:23])[CH3:22])[CH2:7][CH2:6]2.Cl.ClCC[N:28]1[CH2:33][CH2:32][CH2:31][CH2:30][CH2:29]1.[C:34](=[O:37])([O-])[O-].[K+].[K+].O.[CH3:41]N(C)C=O, predict the reaction product. The product is: [CH3:1][O:2][C:3]1[CH:4]=[C:5]2[C:10](=[CH:11][CH:12]=1)[CH:9]([CH2:13][C:14]1[CH:15]=[CH:16][C:17]([O:37][CH2:34][CH2:41][CH:33]3[CH2:32][CH2:31][CH2:30][CH2:29][NH:28]3)=[CH:18][CH:19]=1)[N:8]([CH:21]([CH3:22])[CH3:23])[CH2:7][CH2:6]2.